This data is from Full USPTO retrosynthesis dataset with 1.9M reactions from patents (1976-2016). The task is: Predict the reactants needed to synthesize the given product. (1) Given the product [OH:9][C:8]1[CH:10]=[CH:11][C:3](/[CH:2]=[C:20](/[C:17]2[CH:18]=[N:19][C:14]([C:13]([F:24])([F:12])[F:23])=[CH:15][CH:16]=2)\[C:21]#[N:22])=[CH:4][C:5]=1[O:6][CH3:7], predict the reactants needed to synthesize it. The reactants are: O=[CH:2][C:3]1[CH:11]=[CH:10][C:8]([OH:9])=[C:5]([O:6][CH3:7])[CH:4]=1.[F:12][C:13]([F:24])([F:23])[C:14]1[N:19]=[CH:18][C:17]([CH2:20][C:21]#[N:22])=[CH:16][CH:15]=1.N1CCCCC1. (2) Given the product [F:41][C:37]1[C:38]([F:40])=[CH:39][C:33]2[O:32][C:31]([C:8]3[C:9]([F:28])=[CH:10][C:11]([F:27])=[C:12]([C@:14]4([CH3:26])[C:20]([F:21])([F:22])[C:19]([CH3:24])([CH3:23])[O:18][CH2:17][C:16](=[O:25])[NH:15]4)[CH:13]=3)=[N:35][C:34]=2[CH:36]=1, predict the reactants needed to synthesize it. The reactants are: CC1(C)COB([C:8]2[C:9]([F:28])=[CH:10][C:11]([F:27])=[C:12]([C@:14]3([CH3:26])[C:20]([F:22])([F:21])[C:19]([CH3:24])([CH3:23])[O:18][CH2:17][C:16](=[O:25])[NH:15]3)[CH:13]=2)OC1.Cl[C:31]1[O:32][C:33]2[CH:39]=[C:38]([F:40])[C:37]([F:41])=[CH:36][C:34]=2[N:35]=1. (3) Given the product [C:16]([NH:24][C:25]1[CH:34]=[C:33]([O:35][CH2:8][CH2:9][C:10]2[CH:15]=[CH:14][CH:13]=[CH:12][CH:11]=2)[CH:32]=[CH:31][C:26]=1[C:27]([O:29][CH3:30])=[O:28])(=[O:23])[C:17]1[CH:18]=[CH:19][CH:20]=[CH:21][CH:22]=1, predict the reactants needed to synthesize it. The reactants are: C(=O)([O-])[O-].[K+].[K+].Br[CH2:8][CH2:9][C:10]1[CH:15]=[CH:14][CH:13]=[CH:12][CH:11]=1.[C:16]([NH:24][C:25]1[CH:34]=[C:33]([OH:35])[CH:32]=[CH:31][C:26]=1[C:27]([O:29][CH3:30])=[O:28])(=[O:23])[C:17]1[CH:22]=[CH:21][CH:20]=[CH:19][CH:18]=1.Cl. (4) Given the product [O:17]=[C:15]([N:18]1[CH2:19][CH2:20][CH:21]([N:24]2[C:28]3[CH:29]=[CH:30][CH:31]=[CH:32][C:27]=3[O:26][C:25]2=[O:33])[CH2:22][CH2:23]1)[CH2:14][CH2:13][CH2:12][C:4]1[NH:3][C:2](=[O:1])[C:11]2[C:6](=[CH:7][CH:8]=[CH:9][CH:10]=2)[N:5]=1, predict the reactants needed to synthesize it. The reactants are: [O:1]=[C:2]1[C:11]2[C:6](=[CH:7][CH:8]=[CH:9][CH:10]=2)[N:5]=[C:4]([CH2:12][CH2:13][CH2:14][C:15]([OH:17])=O)[NH:3]1.[NH:18]1[CH2:23][CH2:22][CH:21]([N:24]2[C:28]3[CH:29]=[CH:30][CH:31]=[CH:32][C:27]=3[O:26][C:25]2=[O:33])[CH2:20][CH2:19]1. (5) The reactants are: [CH3:1][C:2]1[CH:3]=[CH:4][C:5]([CH3:8])=[CH:6][CH:7]=1.[C:9]1(=O)[O:13][CH2:12][CH2:11][CH2:10]1. Given the product [CH3:1][C:2]1[CH:7]=[CH:6][C:5]([CH3:8])=[C:4]2[C:3]=1[CH2:9][CH2:10][CH2:11][C:12]2=[O:13], predict the reactants needed to synthesize it. (6) Given the product [Br:17][C:8]1[CH:9]=[C:10]([S:13][S:13][C:10]2[CH:11]=[CH:12][C:7]([O:6][CH2:5][C:4]([OH:3])=[O:18])=[C:8]([Br:17])[CH:9]=2)[CH:11]=[CH:12][C:7]=1[O:21][CH2:5][C:4]([OH:18])=[O:3], predict the reactants needed to synthesize it. The reactants are: C([O:3][C:4](=[O:18])[CH2:5][O:6][C:7]1[CH:12]=[CH:11][C:10]([S:13](Cl)(=O)=O)=[CH:9][C:8]=1[Br:17])C.II.[OH2:21].